From a dataset of Forward reaction prediction with 1.9M reactions from USPTO patents (1976-2016). Predict the product of the given reaction. Given the reactants C1(S([N:10]2[C:14]3[CH:15]=[N:16][C:17]([C:31]#[N:32])=[C:18]([CH2:19][CH:20]4[CH2:25][CH2:24][N:23]([CH2:26][C:27]([F:30])([F:29])[F:28])[CH2:22][CH2:21]4)[C:13]=3[C:12]3[CH:33]=[CH:34][CH:35]=[N:36][C:11]2=3)(=O)=O)C=CC=CC=1.[F-].C([N+](CCCC)(CCCC)CCCC)CCC, predict the reaction product. The product is: [F:30][C:27]([F:28])([F:29])[CH2:26][N:23]1[CH2:22][CH2:21][CH:20]([CH2:19][C:18]2[C:13]3[C:12]4[CH:33]=[CH:34][CH:35]=[N:36][C:11]=4[NH:10][C:14]=3[CH:15]=[N:16][C:17]=2[C:31]#[N:32])[CH2:25][CH2:24]1.